Dataset: NCI-60 drug combinations with 297,098 pairs across 59 cell lines. Task: Regression. Given two drug SMILES strings and cell line genomic features, predict the synergy score measuring deviation from expected non-interaction effect. (1) Drug 1: C1=C(C(=O)NC(=O)N1)F. Drug 2: COCCOC1=C(C=C2C(=C1)C(=NC=N2)NC3=CC=CC(=C3)C#C)OCCOC.Cl. Cell line: NCI/ADR-RES. Synergy scores: CSS=28.9, Synergy_ZIP=-10.2, Synergy_Bliss=-7.06, Synergy_Loewe=-5.20, Synergy_HSA=-4.57. (2) Drug 1: C#CCC(CC1=CN=C2C(=N1)C(=NC(=N2)N)N)C3=CC=C(C=C3)C(=O)NC(CCC(=O)O)C(=O)O. Drug 2: C(CCl)NC(=O)N(CCCl)N=O. Cell line: SF-268. Synergy scores: CSS=14.3, Synergy_ZIP=-4.15, Synergy_Bliss=-3.01, Synergy_Loewe=-1.26, Synergy_HSA=-2.45. (3) Drug 1: C1=CN(C(=O)N=C1N)C2C(C(C(O2)CO)O)O.Cl. Synergy scores: CSS=61.4, Synergy_ZIP=-5.86, Synergy_Bliss=-6.64, Synergy_Loewe=-0.657, Synergy_HSA=1.81. Drug 2: C1C(C(OC1N2C=NC3=C(N=C(N=C32)Cl)N)CO)O. Cell line: HCC-2998. (4) Drug 1: CN1C(=O)N2C=NC(=C2N=N1)C(=O)N. Drug 2: CC1CCC2CC(C(=CC=CC=CC(CC(C(=O)C(C(C(=CC(C(=O)CC(OC(=O)C3CCCCN3C(=O)C(=O)C1(O2)O)C(C)CC4CCC(C(C4)OC)O)C)C)O)OC)C)C)C)OC. Cell line: UACC62. Synergy scores: CSS=5.69, Synergy_ZIP=-3.49, Synergy_Bliss=-2.44, Synergy_Loewe=-12.6, Synergy_HSA=-1.61. (5) Drug 1: C1C(C(OC1N2C=NC3=C2NC=NCC3O)CO)O. Drug 2: C1CCC(C(C1)N)N.C(=O)(C(=O)[O-])[O-].[Pt+4]. Cell line: A498. Synergy scores: CSS=20.3, Synergy_ZIP=-0.476, Synergy_Bliss=0.0996, Synergy_Loewe=-7.27, Synergy_HSA=0.608. (6) Drug 1: CC1C(C(CC(O1)OC2CC(OC(C2O)C)OC3=CC4=CC5=C(C(=O)C(C(C5)C(C(=O)C(C(C)O)O)OC)OC6CC(C(C(O6)C)O)OC7CC(C(C(O7)C)O)OC8CC(C(C(O8)C)O)(C)O)C(=C4C(=C3C)O)O)O)O. Drug 2: C#CCC(CC1=CN=C2C(=N1)C(=NC(=N2)N)N)C3=CC=C(C=C3)C(=O)NC(CCC(=O)O)C(=O)O. Cell line: CCRF-CEM. Synergy scores: CSS=59.5, Synergy_ZIP=0.330, Synergy_Bliss=0.222, Synergy_Loewe=-1.69, Synergy_HSA=-2.60. (7) Drug 1: CCCS(=O)(=O)NC1=C(C(=C(C=C1)F)C(=O)C2=CNC3=C2C=C(C=N3)C4=CC=C(C=C4)Cl)F. Drug 2: C(CC(=O)O)C(=O)CN.Cl. Cell line: NCI-H322M. Synergy scores: CSS=12.1, Synergy_ZIP=-4.14, Synergy_Bliss=-3.39, Synergy_Loewe=-8.43, Synergy_HSA=-8.64.